Dataset: Forward reaction prediction with 1.9M reactions from USPTO patents (1976-2016). Task: Predict the product of the given reaction. (1) The product is: [F:1][C:2]1([F:36])[CH2:8][N:7]([C@@H:9]2[CH2:11][C@H:10]2[C:12]2[CH:17]=[CH:16][CH:15]=[CH:14][CH:13]=2)[C:6]2[N:18]=[C:19]([NH:22][C:23]3[CH:31]=[CH:30][C:26]([C:27]([NH2:39])=[O:29])=[CH:25][C:24]=3[O:32][CH3:33])[N:20]=[CH:21][C:5]=2[N:4]([CH3:34])[C:3]1=[O:35]. Given the reactants [F:1][C:2]1([F:36])[CH2:8][N:7]([C@@H:9]2[CH2:11][C@H:10]2[C:12]2[CH:17]=[CH:16][CH:15]=[CH:14][CH:13]=2)[C:6]2[N:18]=[C:19]([NH:22][C:23]3[CH:31]=[CH:30][C:26]([C:27]([OH:29])=O)=[CH:25][C:24]=3[O:32][CH3:33])[N:20]=[CH:21][C:5]=2[N:4]([CH3:34])[C:3]1=[O:35].C([N:39](C(C)C)C(C)C)C.[Cl-].[NH4+], predict the reaction product. (2) Given the reactants [CH:1]1([C:4]2[N:5]=[C:6]3[C:12]([C:13]([NH:15][C@H:16]([C:24]([CH3:27])([CH3:26])[CH3:25])[C:17](=[O:23])[N:18]4[CH2:22][CH2:21][CH2:20][CH2:19]4)=[O:14])=[CH:11][N:10](COCC[Si](C)(C)C)[C:7]3=[N:8][CH:9]=2)[CH2:3][CH2:2]1.FC(F)(F)C(O)=O.C(N)CN.CCOC(C)=O, predict the reaction product. The product is: [CH3:25][C:24]([CH3:27])([CH3:26])[C@@H:16]([NH:15][C:13]([C:12]1[C:6]2[C:7](=[N:8][CH:9]=[C:4]([CH:1]3[CH2:3][CH2:2]3)[N:5]=2)[NH:10][CH:11]=1)=[O:14])[C:17]([N:18]1[CH2:19][CH2:20][CH2:21][CH2:22]1)=[O:23]. (3) Given the reactants [Cl:1][C:2]1[CH:3]=[C:4]([CH2:9]O)[CH:5]=[N:6][C:7]=1[Cl:8].C(Br)(Br)(Br)[Br:12].C1(P(C2C=CC=CC=2)CCCP(C2C=CC=CC=2)C2C=CC=CC=2)C=CC=CC=1.CCOCC, predict the reaction product. The product is: [Cl:1][C:2]1[CH:3]=[C:4]([CH2:9][Br:12])[CH:5]=[N:6][C:7]=1[Cl:8].